From a dataset of Forward reaction prediction with 1.9M reactions from USPTO patents (1976-2016). Predict the product of the given reaction. (1) Given the reactants C(N(C(C)C)CC)(C)C.[Cl:10][C:11]1[N:19]=[C:18]2[C:14]([N:15]=[CH:16][N:17]2[C@H:20]2[C@@H:24]3[O:25][C:26]([CH3:29])([CH3:28])[O:27][C@@H:23]3[C@@H:22]([C:30](O)=[O:31])[O:21]2)=[C:13]([NH:33][CH:34]2[CH2:39][CH2:38][O:37][CH2:36][CH2:35]2)[N:12]=1.C(Cl)(=O)C(C)(C)C.[CH3:47][C:48]([CH3:54])([CH3:53])[C:49]([NH:51][NH2:52])=[O:50], predict the reaction product. The product is: [CH3:47][C:48]([CH3:54])([CH3:53])[C:49]([NH:51][NH:52][C:30]([C@@H:22]1[C@@H:23]2[C@@H:24]([O:25][C:26]([CH3:28])([CH3:29])[O:27]2)[C@H:20]([N:17]2[CH:16]=[N:15][C:14]3[C:18]2=[N:19][C:11]([Cl:10])=[N:12][C:13]=3[NH:33][CH:34]2[CH2:39][CH2:38][O:37][CH2:36][CH2:35]2)[O:21]1)=[O:31])=[O:50]. (2) Given the reactants [Cl:1][C:2]1[CH:3]=[N:4][NH:5][CH:6]=1.FC(F)(F)S(O[C@@H:13]([CH3:18])[C:14]([O:16][CH3:17])=[O:15])(=O)=O.C(=O)([O-])[O-].[K+].[K+], predict the reaction product. The product is: [Cl:1][C:2]1[CH:3]=[N:4][N:5]([C@H:13]([CH3:18])[C:14]([O:16][CH3:17])=[O:15])[CH:6]=1. (3) Given the reactants [Br:1][C:2]1[C:10]2[N:9]=[C:8](Cl)[NH:7][C:6]=2[CH:5]=[C:4]([C:12]([F:15])([F:14])[F:13])[CH:3]=1.Cl.[Cl:17][C:18]1[C:19]([N:24]2[CH2:29][CH2:28][NH:27][CH2:26][CH2:25]2)=[N:20][CH:21]=[CH:22][CH:23]=1.C(N(CC)C(C)C)(C)C, predict the reaction product. The product is: [Br:1][C:2]1[C:10]2[N:9]=[C:8]([N:27]3[CH2:28][CH2:29][N:24]([C:19]4[C:18]([Cl:17])=[CH:23][CH:22]=[CH:21][N:20]=4)[CH2:25][CH2:26]3)[NH:7][C:6]=2[CH:5]=[C:4]([C:12]([F:15])([F:14])[F:13])[CH:3]=1. (4) Given the reactants [I-].[CH3:2][S+](C)C.[O:6]1[CH:10]=[CH:9][C:8]([CH:11]=[O:12])=[CH:7]1.[OH-].[K+].O.[C:16](#[N:18])C, predict the reaction product. The product is: [O:6]1[CH:10]=[CH:9][C:8]([CH:11]([OH:12])[CH2:2][NH:18][CH3:16])=[CH:7]1.